Dataset: Forward reaction prediction with 1.9M reactions from USPTO patents (1976-2016). Task: Predict the product of the given reaction. (1) Given the reactants I[C:2]1[C:6]2[CH:7]=[C:8]3[C:13](=[CH:14][C:5]=2[N:4]([C:24]([C:37]2[CH:42]=[CH:41][CH:40]=[CH:39][CH:38]=2)([C:31]2[CH:36]=[CH:35][CH:34]=[CH:33][CH:32]=2)[C:25]2[CH:30]=[CH:29][CH:28]=[CH:27][CH:26]=2)[N:3]=1)[NH:12][C:11](=[O:15])[N:10]([C@@H:16]([C:18]1[CH:23]=[CH:22][CH:21]=[CH:20][CH:19]=1)[CH3:17])[CH2:9]3.[NH:43]1[CH2:50][CH2:49]C[C@H:44]1[C:45](O)=[O:46].C(=O)([O-])[O-].[K+].[K+].N1CCOCC1, predict the reaction product. The product is: [O:46]1[CH2:45][CH2:44][N:43]([C:2]2[C:6]3[CH:7]=[C:8]4[C:13](=[CH:14][C:5]=3[N:4]([C:24]([C:37]3[CH:42]=[CH:41][CH:40]=[CH:39][CH:38]=3)([C:31]3[CH:36]=[CH:35][CH:34]=[CH:33][CH:32]=3)[C:25]3[CH:30]=[CH:29][CH:28]=[CH:27][CH:26]=3)[N:3]=2)[NH:12][C:11](=[O:15])[N:10]([C@@H:16]([C:18]2[CH:23]=[CH:22][CH:21]=[CH:20][CH:19]=2)[CH3:17])[CH2:9]4)[CH2:50][CH2:49]1. (2) Given the reactants CO[C:3](=[O:20])[C:4]1[CH:9]=[CH:8][C:7]([CH2:10][N:11]=[N+:12]=[N-:13])=[CH:6][C:5]=1[C:14]1[CH:19]=[CH:18][CH:17]=[CH:16][CH:15]=1.[OH-].[Na+].Cl.[CH3:24][O:25][C:26](=[O:33])[C@H:27]([CH2:29][CH2:30][S:31][CH3:32])[NH2:28].Cl.COC(=O)[C@H](CCSC)NC(=O)C1C=CC(N)=CC=1C1C=CC=CC=1, predict the reaction product. The product is: [CH3:24][O:25][C:26](=[O:33])[C@H:27]([CH2:29][CH2:30][S:31][CH3:32])[NH:28][C:3](=[O:20])[C:4]1[CH:9]=[CH:8][C:7]([CH2:10][N:11]=[N+:12]=[N-:13])=[CH:6][C:5]=1[C:14]1[CH:15]=[CH:16][CH:17]=[CH:18][CH:19]=1. (3) Given the reactants [Si]([O:8][CH2:9][C:10]1[CH:11]=[C:12]([C:17]2[CH:18]=[N:19][C:20]([O:23][CH2:24][C:25]([F:28])([F:27])[F:26])=[CH:21][CH:22]=2)[C:13](F)=[N:14][CH:15]=1)(C(C)(C)C)(C)C.CO.C[O-].[Na+].C[N+]1([O-])CC[O:38][CH2:37]C1, predict the reaction product. The product is: [CH3:37][O:38][C:13]1[C:12]([C:17]2[CH:18]=[N:19][C:20]([O:23][CH2:24][C:25]([F:26])([F:27])[F:28])=[CH:21][CH:22]=2)=[CH:11][C:10]([CH:9]=[O:8])=[CH:15][N:14]=1. (4) Given the reactants [CH3:1][O:2][C:3]1[C:4]([N+:21]([O-:23])=[O:22])=[CH:5][C:6]2[CH:12]([CH3:13])[CH2:11][N:10](C(=O)C(F)(F)F)[CH2:9][CH2:8][C:7]=2[N:20]=1.C([O-])([O-])=O.[K+].[K+].CO, predict the reaction product. The product is: [CH3:1][O:2][C:3]1[C:4]([N+:21]([O-:23])=[O:22])=[CH:5][C:6]2[CH:12]([CH3:13])[CH2:11][NH:10][CH2:9][CH2:8][C:7]=2[N:20]=1. (5) Given the reactants [C:1]([CH2:3][CH2:4][NH:5][C:6]([C:8]1[CH:9]=[C:10]2[N:16]=[C:15]([C:17]3[CH:22]=[CH:21][C:20]([O:23][Si:24]([C:27]([CH3:30])([CH3:29])[CH3:28])([CH3:26])[CH3:25])=[CH:19][CH:18]=3)[N:14]([CH:31]3[CH2:36][CH2:35][CH2:34][CH2:33][CH2:32]3)[C:11]2=[N:12][CH:13]=1)=O)#[N:2].[N-:37]=[N+:38]=[N-:39].[Na+].N1C(C)=CC=CC=1C.FC(F)(F)S(OS(C(F)(F)F)(=O)=O)(=O)=O, predict the reaction product. The product is: [C:27]([Si:24]([CH3:25])([CH3:26])[O:23][C:20]1[CH:19]=[CH:18][C:17]([C:15]2[N:14]([CH:31]3[CH2:36][CH2:35][CH2:34][CH2:33][CH2:32]3)[C:11]3=[N:12][CH:13]=[C:8]([C:6]4[N:5]([CH2:4][CH2:3][C:1]#[N:2])[N:39]=[N:38][N:37]=4)[CH:9]=[C:10]3[N:16]=2)=[CH:22][CH:21]=1)([CH3:30])([CH3:28])[CH3:29].